Dataset: Peptide-MHC class II binding affinity with 134,281 pairs from IEDB. Task: Regression. Given a peptide amino acid sequence and an MHC pseudo amino acid sequence, predict their binding affinity value. This is MHC class II binding data. (1) The peptide sequence is GWDLNAASAYCSTWD. The MHC is HLA-DPA10201-DPB11401 with pseudo-sequence HLA-DPA10201-DPB11401. The binding affinity (normalized) is 0.0423. (2) The peptide sequence is QKRGIVKENIIDLTKI. The MHC is DRB1_0701 with pseudo-sequence DRB1_0701. The binding affinity (normalized) is 0.405. (3) The peptide sequence is FENDEHIILYLVNFDK. The MHC is DRB1_0301 with pseudo-sequence DRB1_0301. The binding affinity (normalized) is 0. (4) The peptide sequence is DVKFFGGGQIVGGVY. The MHC is HLA-DQA10501-DQB10301 with pseudo-sequence HLA-DQA10501-DQB10301. The binding affinity (normalized) is 0.909. (5) The peptide sequence is KEPIVGAETFYVDGA. The MHC is HLA-DQA10301-DQB10301 with pseudo-sequence HLA-DQA10301-DQB10301. The binding affinity (normalized) is 0.631.